From a dataset of NCI-60 drug combinations with 297,098 pairs across 59 cell lines. Regression. Given two drug SMILES strings and cell line genomic features, predict the synergy score measuring deviation from expected non-interaction effect. (1) Drug 1: CC1=C(C(=CC=C1)Cl)NC(=O)C2=CN=C(S2)NC3=CC(=NC(=N3)C)N4CCN(CC4)CCO. Drug 2: CC1=C(C(=O)C2=C(C1=O)N3CC4C(C3(C2COC(=O)N)OC)N4)N. Cell line: SF-268. Synergy scores: CSS=8.58, Synergy_ZIP=-3.58, Synergy_Bliss=1.39, Synergy_Loewe=-3.35, Synergy_HSA=-2.31. (2) Drug 1: CC1=C(C(CCC1)(C)C)C=CC(=CC=CC(=CC(=O)O)C)C. Drug 2: C(=O)(N)NO. Cell line: U251. Synergy scores: CSS=-5.74, Synergy_ZIP=11.8, Synergy_Bliss=5.23, Synergy_Loewe=-2.92, Synergy_HSA=-3.56. (3) Drug 1: C1=C(C(=O)NC(=O)N1)N(CCCl)CCCl. Drug 2: CC1C(C(CC(O1)OC2CC(CC3=C2C(=C4C(=C3O)C(=O)C5=CC=CC=C5C4=O)O)(C(=O)C)O)N)O. Cell line: HCT-15. Synergy scores: CSS=51.2, Synergy_ZIP=1.12, Synergy_Bliss=1.31, Synergy_Loewe=3.91, Synergy_HSA=6.62. (4) Drug 1: C1=CC(=CC=C1CC(C(=O)O)N)N(CCCl)CCCl.Cl. Drug 2: CC1C(C(CC(O1)OC2CC(OC(C2O)C)OC3=CC4=CC5=C(C(=O)C(C(C5)C(C(=O)C(C(C)O)O)OC)OC6CC(C(C(O6)C)O)OC7CC(C(C(O7)C)O)OC8CC(C(C(O8)C)O)(C)O)C(=C4C(=C3C)O)O)O)O. Cell line: TK-10. Synergy scores: CSS=1.03, Synergy_ZIP=0.414, Synergy_Bliss=1.98, Synergy_Loewe=-2.35, Synergy_HSA=-1.43. (5) Drug 1: C1=CC=C(C(=C1)C(C2=CC=C(C=C2)Cl)C(Cl)Cl)Cl. Drug 2: C1C(C(OC1N2C=NC(=NC2=O)N)CO)O. Cell line: MCF7. Synergy scores: CSS=5.23, Synergy_ZIP=-3.15, Synergy_Bliss=0.537, Synergy_Loewe=-0.258, Synergy_HSA=1.54. (6) Drug 1: CC1=C(N=C(N=C1N)C(CC(=O)N)NCC(C(=O)N)N)C(=O)NC(C(C2=CN=CN2)OC3C(C(C(C(O3)CO)O)O)OC4C(C(C(C(O4)CO)O)OC(=O)N)O)C(=O)NC(C)C(C(C)C(=O)NC(C(C)O)C(=O)NCCC5=NC(=CS5)C6=NC(=CS6)C(=O)NCCC[S+](C)C)O. Drug 2: CC(C)CN1C=NC2=C1C3=CC=CC=C3N=C2N. Cell line: A498. Synergy scores: CSS=18.4, Synergy_ZIP=-5.14, Synergy_Bliss=0.349, Synergy_Loewe=-1.56, Synergy_HSA=0.283. (7) Drug 1: CN(C)C1=NC(=NC(=N1)N(C)C)N(C)C. Drug 2: CC1CCC2CC(C(=CC=CC=CC(CC(C(=O)C(C(C(=CC(C(=O)CC(OC(=O)C3CCCCN3C(=O)C(=O)C1(O2)O)C(C)CC4CCC(C(C4)OC)O)C)C)O)OC)C)C)C)OC. Cell line: T-47D. Synergy scores: CSS=2.04, Synergy_ZIP=-4.48, Synergy_Bliss=-1.18, Synergy_Loewe=-17.5, Synergy_HSA=-4.72. (8) Drug 1: C1=CC(=C2C(=C1NCCNCCO)C(=O)C3=C(C=CC(=C3C2=O)O)O)NCCNCCO. Drug 2: CCN(CC)CCCC(C)NC1=C2C=C(C=CC2=NC3=C1C=CC(=C3)Cl)OC. Cell line: SF-295. Synergy scores: CSS=67.4, Synergy_ZIP=-1.90, Synergy_Bliss=-0.172, Synergy_Loewe=-17.1, Synergy_HSA=2.66.